From a dataset of Forward reaction prediction with 1.9M reactions from USPTO patents (1976-2016). Predict the product of the given reaction. (1) The product is: [C:20]([N:23]1[CH2:28][CH2:27][CH:26]([N:29]2[C:37]3[CH2:36][CH2:35][N:34]([C:38]([O:40][C:41]([CH3:44])([CH3:43])[CH3:42])=[O:39])[CH2:33][C:32]=3[C:31]([N:10]3[C:11]4[C:6](=[CH:5][C:4]([C:13]5[CH:14]=[N:15][N:16]([CH3:18])[CH:17]=5)=[C:3]([CH:2]([F:1])[F:19])[CH:12]=4)[CH2:7][CH2:8][CH2:9]3)=[N:30]2)[CH2:25][CH2:24]1)(=[O:22])[CH3:21]. Given the reactants [F:1][CH:2]([F:19])[C:3]1[CH:12]=[C:11]2[C:6]([CH2:7][CH2:8][CH2:9][NH:10]2)=[CH:5][C:4]=1[C:13]1[CH:14]=[N:15][N:16]([CH3:18])[CH:17]=1.[C:20]([N:23]1[CH2:28][CH2:27][CH:26]([N:29]2[C:37]3[CH2:36][CH2:35][N:34]([C:38]([O:40][C:41]([CH3:44])([CH3:43])[CH3:42])=[O:39])[CH2:33][C:32]=3[C:31](Br)=[N:30]2)[CH2:25][CH2:24]1)(=[O:22])[CH3:21].C(O[Na])(C)(C)C, predict the reaction product. (2) Given the reactants C([N:8]1[CH2:12][C@@H:11]2[C@@H:13]([NH:16][C:17](=[O:23])[O:18][C:19]([CH3:22])([CH3:21])[CH3:20])[CH2:14][CH2:15][C@@H:10]2[CH2:9]1)C1C=CC=CC=1.[H][H], predict the reaction product. The product is: [CH2:9]1[C@H:10]2[CH2:15][CH2:14][C@H:13]([NH:16][C:17](=[O:23])[O:18][C:19]([CH3:21])([CH3:20])[CH3:22])[C@H:11]2[CH2:12][NH:8]1. (3) Given the reactants C[O:2][C@H:3]1[C@@H:7]2[O:8]C(C)(C)[O:10][C@@H:6]2[C@@H:5]([C:13](=[N:19][OH:20])[CH2:14][C:15](=O)[CH2:16][CH3:17])[O:4]1, predict the reaction product. The product is: [CH2:16]([C:15]1[O:20][N:19]=[C:13]([C@H:5]2[O:4][CH:3]([OH:2])[C@H:7]([OH:8])[C@@H:6]2[OH:10])[CH:14]=1)[CH3:17]. (4) Given the reactants Cl[C:2]1[N:7]=[C:6]([C:8]2[C:16]3[C:11](=[N:12][CH:13]=[CH:14][CH:15]=3)[N:10]([CH2:17][C:18]3[CH:23]=[CH:22][CH:21]=[CH:20][C:19]=3[F:24])[N:9]=2)[N:5]=[C:4]([NH2:25])[C:3]=1[N:26]1[CH2:30][CH2:29][CH2:28][S:27]1(=[O:32])=[O:31].C([O-])=O.[NH4+], predict the reaction product. The product is: [O:32]=[S:27]1(=[O:31])[CH2:28][CH2:29][CH2:30][N:26]1[C:3]1[C:4]([NH2:25])=[N:5][C:6]([C:8]2[C:16]3[C:11](=[N:12][CH:13]=[CH:14][CH:15]=3)[N:10]([CH2:17][C:18]3[CH:23]=[CH:22][CH:21]=[CH:20][C:19]=3[F:24])[N:9]=2)=[N:7][CH:2]=1. (5) Given the reactants [CH:1]1([C:4]2[C:5]([O:30][CH3:31])=[CH:6][CH:7]=[C:8]3[C:13]=2[O:12][C:11]([C:14]2[CH:19]=[CH:18][C:17]([O:20][CH2:21][C:22]4[CH:27]=[CH:26][CH:25]=[CH:24][CH:23]=4)=[CH:16][CH:15]=2)=[C:10](I)[C:9]3=[O:29])[CH2:3][CH2:2]1.C([O-])=O.[Na+].C(OCC)(=O)C.O, predict the reaction product. The product is: [CH:1]1([C:4]2[C:5]([O:30][CH3:31])=[CH:6][CH:7]=[C:8]3[C:13]=2[O:12][C:11]([C:14]2[CH:19]=[CH:18][C:17]([O:20][CH2:21][C:22]4[CH:27]=[CH:26][CH:25]=[CH:24][CH:23]=4)=[CH:16][CH:15]=2)=[CH:10][C:9]3=[O:29])[CH2:2][CH2:3]1. (6) Given the reactants [CH2:1]([OH:5])[CH2:2][CH:3]=[CH2:4].C(C1[CH2:13][CH2:12][N:11]([C:14]([O:16][C:17]([CH3:20])([CH3:19])[CH3:18])=[O:15])[CH2:10][CH2:9]1)=O.F[C:22](F)(F)[C:23](O)=[O:24].[OH-].[Na+].CC(OC(OC(OC(C)(C)C)=O)=O)(C)C, predict the reaction product. The product is: [OH:5][CH:1]1[CH2:22][CH2:23][O:24][CH:3]([CH:4]2[CH2:9][CH2:10][N:11]([C:14]([O:16][C:17]([CH3:20])([CH3:19])[CH3:18])=[O:15])[CH2:12][CH2:13]2)[CH2:2]1. (7) Given the reactants [Br:1][C:2]1[CH:11]=[C:10]2[C:5]([CH2:6][CH2:7][CH2:8][C:9]2=[O:12])=[C:4]([OH:13])[CH:3]=1.C(=O)([O-])[O-].[Cs+].[Cs+].Br[CH2:21][C:22]([O:24][C:25]([CH3:28])([CH3:27])[CH3:26])=[O:23], predict the reaction product. The product is: [C:25]([O:24][C:22](=[O:23])[CH2:21][O:13][C:4]1[C:5]2[CH2:6][CH2:7][CH2:8][C:9](=[O:12])[C:10]=2[CH:11]=[C:2]([Br:1])[CH:3]=1)([CH3:28])([CH3:27])[CH3:26]. (8) Given the reactants [Cl:1][C:2]1[CH:7]=[CH:6][C:5](F)=[C:4]([N+:9]([O-:11])=[O:10])[CH:3]=1.[CH:12]1([NH2:15])[CH2:14][CH2:13]1, predict the reaction product. The product is: [Cl:1][C:2]1[CH:7]=[CH:6][C:5]([NH:15][CH:12]2[CH2:14][CH2:13]2)=[C:4]([N+:9]([O-:11])=[O:10])[CH:3]=1.